From a dataset of Reaction yield outcomes from USPTO patents with 853,638 reactions. Predict the reaction yield, written as a fraction of the theoretical maximum amount of product (1.0 means a 100% yield; for example, 0.34 means a 34% yield). (1) The reactants are C(OC([NH:8][CH2:9][C:10]1[CH:11]=[CH:12][C:13]2[N:14]([CH:16]=[C:17]([C:19]([OH:21])=O)[N:18]=2)[CH:15]=1)=O)(C)(C)C.CCN(C(C)C)C(C)C.CN(C(ON1N=NC2C=CC=NC1=2)=[N+](C)C)C.F[P-](F)(F)(F)(F)F.[NH2:55][CH:56]1[CH2:61][CH2:60][CH:59]([N:62]2[C:67](=[O:68])[C:66]3[CH:69]=[C:70]([F:73])[CH:71]=[N:72][C:65]=3[N:64]([CH:74]3[CH2:79][CH2:78][S:77][CH2:76][CH2:75]3)[C:63]2=[O:80])[CH2:58][CH2:57]1. The catalyst is CN(C=O)C.O. The product is [NH2:8][CH2:9][C:10]1[CH:11]=[CH:12][C:13]2[N:14]([CH:16]=[C:17]([C:19]([NH:55][C@H:56]3[CH2:61][CH2:60][C@@H:59]([N:62]4[C:67](=[O:68])[C:66]5[CH:69]=[C:70]([F:73])[CH:71]=[N:72][C:65]=5[N:64]([CH:74]5[CH2:75][CH2:76][S:77][CH2:78][CH2:79]5)[C:63]4=[O:80])[CH2:58][CH2:57]3)=[O:21])[N:18]=2)[CH:15]=1. The yield is 0.380. (2) The reactants are C1(C)C=CC(S([CH2:10][N+:11]#[C-:12])(=O)=O)=CC=1.CO.C[O-].[Na+].[CH3:19][C:20]1[C:28]2[C:23](=[CH:24][CH:25]=[C:26]([CH:29]=[O:30])[CH:27]=2)[NH:22][N:21]=1. The catalyst is O. The product is [CH3:19][C:20]1[C:28]2[C:23](=[CH:24][CH:25]=[C:26]([C:29]3[O:30][CH:12]=[N:11][CH:10]=3)[CH:27]=2)[NH:22][N:21]=1. The yield is 0.810. (3) The reactants are [Br:1][C:2]1[N:6]2[CH:7]=[C:8]([I:15])[CH:9]=[C:10]([C:11]([F:14])([F:13])[F:12])[C:5]2=[N:4][C:3]=1[C:16]([OH:18])=O.[NH:19]1[CH2:24][CH2:23][CH:22]([N:25]2[CH2:29][CH2:28][O:27][C:26]2=[O:30])[CH2:21][CH2:20]1.C(N(CC)C(C)C)(C)C.CN(C(ON1N=NC2C=CC=NC1=2)=[N+](C)C)C.F[P-](F)(F)(F)(F)F. The catalyst is CN(C=O)C.CCOC(C)=O. The product is [Br:1][C:2]1[N:6]2[CH:7]=[C:8]([I:15])[CH:9]=[C:10]([C:11]([F:12])([F:13])[F:14])[C:5]2=[N:4][C:3]=1[C:16]([N:19]1[CH2:20][CH2:21][CH:22]([N:25]2[CH2:29][CH2:28][O:27][C:26]2=[O:30])[CH2:23][CH2:24]1)=[O:18]. The yield is 0.605. (4) The product is [NH:2]1[C:1]([C:3]2([CH2:6][CH2:7][CH2:8][CH2:9][CH2:10][CH2:11][CH2:12][CH2:13][CH2:14][CH2:15][CH2:16][CH2:17][C:18]3([C:21]([OH:23])=[O:22])[CH2:19][CH2:20]3)[CH2:4][CH2:5]2)=[N:26][N:25]=[N:24]1. The reactants are [C:1]([C:3]1([CH2:6][CH2:7][CH2:8][CH2:9][CH2:10][CH2:11][CH2:12][CH2:13][CH2:14][CH2:15][CH2:16][CH2:17][C:18]2([C:21]([OH:23])=[O:22])[CH2:20][CH2:19]2)[CH2:5][CH2:4]1)#[N:2].[N-:24]=[N+:25]=[N-:26].[Na+].Cl.C(N(CC)CC)C. The yield is 0.270. The catalyst is [N+](C1C=CC=CC=1)([O-])=O.C(OCC)C.